This data is from Peptide-MHC class II binding affinity with 134,281 pairs from IEDB. The task is: Regression. Given a peptide amino acid sequence and an MHC pseudo amino acid sequence, predict their binding affinity value. This is MHC class II binding data. The peptide sequence is PNESYKKQVTIRIGC. The MHC is DRB1_0901 with pseudo-sequence DRB1_0901. The binding affinity (normalized) is 0.238.